Dataset: Drug-induced liver injury (DILI) classification data. Task: Regression/Classification. Given a drug SMILES string, predict its toxicity properties. Task type varies by dataset: regression for continuous values (e.g., LD50, hERG inhibition percentage) or binary classification for toxic/non-toxic outcomes (e.g., AMES mutagenicity, cardiotoxicity, hepatotoxicity). Dataset: dili. (1) The molecule is O=C1c2c(O)ccc(O)c2C(=O)c2c(NCCNCCO)ccc(NCCNCCO)c21. The result is 1 (causes liver injury). (2) The result is 0 (no liver injury). The drug is CCCCNc1ccc(C(=O)OCCOCCOCCOCCOCCOCCOCCOCCOCCOC)cc1. (3) The molecule is Nc1c(CC(=O)O)cccc1C(=O)c1ccc(Br)cc1. The result is 1 (causes liver injury). (4) The drug is O=C1CN(N=Cc2ccc([N+](=O)[O-])o2)C(=O)N1. The result is 1 (causes liver injury). (5) The drug is O=C1C=CC=CC1=C1NC(=C2C=CC=CC2=O)N(c2ccc(C(=O)O)cc2)N1. The result is 1 (causes liver injury). (6) The molecule is CC(Cn1cnc2c(N)ncnc21)OCP(=O)(O)O. The result is 1 (causes liver injury). (7) The drug is CN(C)CCC=C1c2ccccc2CCc2ccccc21. The result is 0 (no liver injury). (8) The compound is Cc1cn(C2CC(N=[N+]=[N-])C(CO)O2)c(=O)[nH]c1=O. The result is 1 (causes liver injury). (9) The compound is CC(C)CC1NC(=O)C(Cc2ccccc2)NC(=O)C(CCN)NC(=O)C(NC(=O)C(CCN)NC(=O)C(NC(=O)C(CCN)NC(=O)O)C(C)O)CCNC(=O)C(C(C)O)NC(=O)C(CCN)NC(=O)C(CCN)NC1=O. The result is 0 (no liver injury). (10) The molecule is O=c1ncnc2[nH][nH]cc1-2. The result is 1 (causes liver injury).